From a dataset of Merck oncology drug combination screen with 23,052 pairs across 39 cell lines. Regression. Given two drug SMILES strings and cell line genomic features, predict the synergy score measuring deviation from expected non-interaction effect. Drug 1: COC12C(COC(N)=O)C3=C(C(=O)C(C)=C(N)C3=O)N1CC1NC12. Drug 2: Cn1cc(-c2cnn3c(N)c(Br)c(C4CCCNC4)nc23)cn1. Cell line: LNCAP. Synergy scores: synergy=14.0.